Dataset: Catalyst prediction with 721,799 reactions and 888 catalyst types from USPTO. Task: Predict which catalyst facilitates the given reaction. (1) Reactant: [CH2:1]([N:8]1[C:12]([C:13]2[C:17]([CH3:18])=[N:16][N:15]([C:19]3[CH:24]=[CH:23][CH:22]=[CH:21][CH:20]=3)[C:14]=2[OH:25])=[CH:11][C:10]([CH3:26])=[N:9]1)[C:2]1[CH:7]=[CH:6][CH:5]=[CH:4][CH:3]=1.[C:27](=O)([O-])[O-].[Cs+].[Cs+].IC. Product: [CH2:1]([N:8]1[C:12]([C:13]2[C:14](=[O:25])[N:15]([C:19]3[CH:20]=[CH:21][CH:22]=[CH:23][CH:24]=3)[N:16]([CH3:27])[C:17]=2[CH3:18])=[CH:11][C:10]([CH3:26])=[N:9]1)[C:2]1[CH:7]=[CH:6][CH:5]=[CH:4][CH:3]=1. The catalyst class is: 39. (2) Reactant: [C:1]([C:5]1[CH:27]=[CH:26][C:8]([C:9]([NH:11][C:12]2[N:13]=[C:14]3[CH:19]=[CH:18][C:17]([N:20]4[CH:24]=[CH:23][N:22]=[CH:21]4)=[N:16][N:15]3[CH:25]=2)=[O:10])=[CH:7][CH:6]=1)([CH3:4])([CH3:3])[CH3:2].[ClH:28]. Product: [ClH:28].[ClH:28].[C:1]([C:5]1[CH:27]=[CH:26][C:8]([C:9]([NH:11][C:12]2[N:13]=[C:14]3[CH:19]=[CH:18][C:17]([N:20]4[CH:24]=[CH:23][N:22]=[CH:21]4)=[N:16][N:15]3[CH:25]=2)=[O:10])=[CH:7][CH:6]=1)([CH3:4])([CH3:2])[CH3:3]. The catalyst class is: 5. (3) Reactant: [CH2:1]([NH:3][C:4]([NH:6][C:7]1[CH:12]=[CH:11][C:10]([C:13]2[N:14]=[C:15]([N:23]3[CH2:28][CH2:27][O:26][CH2:25][C@@H:24]3[CH3:29])[C:16]3[CH2:22][CH2:21][NH:20][CH2:19][C:17]=3[N:18]=2)=[CH:9][CH:8]=1)=[O:5])[CH3:2].Br[CH2:31][CH3:32].CCN(C(C)C)C(C)C. Product: [CH2:1]([NH:3][C:4]([NH:6][C:7]1[CH:8]=[CH:9][C:10]([C:13]2[N:14]=[C:15]([N:23]3[CH2:28][CH2:27][O:26][CH2:25][C@@H:24]3[CH3:29])[C:16]3[CH2:22][CH2:21][N:20]([CH2:31][CH3:32])[CH2:19][C:17]=3[N:18]=2)=[CH:11][CH:12]=1)=[O:5])[CH3:2]. The catalyst class is: 3. (4) Reactant: [Na+].[I-:2].ClN1C(=O)CCC1=O.[CH2:11]([O:13][C:14]([C:16]1[NH:17][C:18]2[C:23]([CH:24]=1)=[CH:22][C:21]([C:25]1[CH:30]=[CH:29][C:28]([C:31]([F:34])([F:33])[F:32])=[CH:27][CH:26]=1)=[CH:20][CH:19]=2)=[O:15])[CH3:12].FC(F)(F)C1C=CC(B(O)O)=CC=1.[O-]S([O-])(=S)=O.[Na+].[Na+]. Product: [I:2][C:24]1[C:23]2[C:18](=[CH:19][CH:20]=[C:21]([C:25]3[CH:30]=[CH:29][C:28]([C:31]([F:34])([F:32])[F:33])=[CH:27][CH:26]=3)[CH:22]=2)[NH:17][C:16]=1[C:14]([O:13][CH2:11][CH3:12])=[O:15]. The catalyst class is: 21. (5) Reactant: [CH3:1][C:2]1[C:3]([CH2:13][C:14]2[NH:18][C:17]3[CH:19]=[CH:20][C:21]([C:23]#[N:24])=[CH:22][C:16]=3[N:15]=2)=[C:4]2[C:8](=[C:9]([CH:11]=[CH2:12])[CH:10]=1)[NH:7][CH:6]=[CH:5]2. Product: [CH2:11]([C:9]1[CH:10]=[C:2]([CH3:1])[C:3]([CH2:13][C:14]2[NH:18][C:17]3[CH:19]=[CH:20][C:21]([C:23]#[N:24])=[CH:22][C:16]=3[N:15]=2)=[C:4]2[C:8]=1[NH:7][CH:6]=[CH:5]2)[CH3:12]. The catalyst class is: 99. (6) Product: [CH3:1][C:2]1[C:6]([CH3:7])=[C:5]([NH:8][C:9]([N:33]2[CH2:34][CH2:35][N:30]([C:27]3[S:28][CH:29]=[C:25]([C:21]4[CH:22]=[CH:23][CH:24]=[C:19]([O:18][CH3:17])[CH:20]=4)[N:26]=3)[CH2:31][CH2:32]2)=[O:16])[O:4][N:3]=1. Reactant: [CH3:1][C:2]1[C:6]([CH3:7])=[C:5]([NH:8][C:9](=[O:16])OCC(Cl)(Cl)Cl)[O:4][N:3]=1.[CH3:17][O:18][C:19]1[CH:20]=[C:21]([C:25]2[N:26]=[C:27]([N:30]3[CH2:35][CH2:34][NH:33][CH2:32][CH2:31]3)[S:28][CH:29]=2)[CH:22]=[CH:23][CH:24]=1.C(N(C(C)C)CC)(C)C.O. The catalyst class is: 16. (7) Reactant: Cl.[CH3:2][CH:3]([O:5][C:6]1[CH:13]=[CH:12][C:11]([C:14]2[O:18][N:17]=[C:16]([C:19]3[CH:29]=[CH:28][C:22]4[CH2:23][CH2:24][NH:25][CH2:26][CH2:27][C:21]=4[CH:20]=3)[N:15]=2)=[CH:10][C:7]=1[C:8]#[N:9])[CH3:4].[CH3:30][C:31]1([CH3:38])[O:36][CH2:35][C:34](=O)[CH2:33][O:32]1.C(O[BH-](OC(=O)C)OC(=O)C)(=O)C.[Na+].C(=O)([O-])O.[Na+]. Product: [CH3:30][C:31]1([CH3:38])[O:36][CH2:35][CH:34]([N:25]2[CH2:24][CH2:23][C:22]3[CH:28]=[CH:29][C:19]([C:16]4[N:15]=[C:14]([C:11]5[CH:12]=[CH:13][C:6]([O:5][CH:3]([CH3:2])[CH3:4])=[C:7]([CH:10]=5)[C:8]#[N:9])[O:18][N:17]=4)=[CH:20][C:21]=3[CH2:27][CH2:26]2)[CH2:33][O:32]1. The catalyst class is: 2.